Dataset: Retrosynthesis with 50K atom-mapped reactions and 10 reaction types from USPTO. Task: Predict the reactants needed to synthesize the given product. (1) Given the product COC(=O)[C@H](C)Oc1cc(Oc2c(/C=N/CC#N)c(C)nn2C)c(Cl)cc1Cl, predict the reactants needed to synthesize it. The reactants are: COC(=O)[C@H](C)Oc1cc(Oc2c(C=O)c(C)nn2C)c(Cl)cc1Cl.N#CCN. (2) Given the product O=C(O)Cc1ccc(N=C=S)cc1, predict the reactants needed to synthesize it. The reactants are: Nc1ccc(CC(=O)O)cc1.S=C=S. (3) Given the product CN(C)CCNc1c2c(nc3ccccc13)CCCC2O, predict the reactants needed to synthesize it. The reactants are: CN(C)CCNc1c2c(nc3ccccc13)CCCC2=O. (4) Given the product NC(=O)c1cc2cc(OCc3cccc(NC(=O)[C@@H](N)CCC(=O)O)c3)ccc2[nH]1, predict the reactants needed to synthesize it. The reactants are: CC(C)(C)OC(=O)CC[C@H](N)C(=O)Nc1cccc(COc2ccc3[nH]c(C(N)=O)cc3c2)c1. (5) Given the product CSc1c(CC(=O)OC(C)(C)C)cc(C)c2c3ccccc3n(Cc3ccc(F)cc3)c12, predict the reactants needed to synthesize it. The reactants are: CSc1c(CC(=O)OC(C)(C)C)cc(C)c2c1[nH]c1ccccc12.Fc1ccc(CBr)cc1. (6) Given the product N#Cc1ccc(C(=O)Cn2cc(Cl)cnc2=O)cc1, predict the reactants needed to synthesize it. The reactants are: N#Cc1ccc(C(=O)CBr)cc1.O=c1ncc(Cl)c[nH]1. (7) Given the product CC(C)CCN(Cc1nc2ccccc2[nH]1)C1CCCc2cccnc21, predict the reactants needed to synthesize it. The reactants are: CC(C)CC=O.c1cnc2c(c1)CCCC2NCc1nc2ccccc2[nH]1. (8) The reactants are: CC(C)OC(=O)Cl.Nc1cc(F)cc(F)c1. Given the product CC(C)OC(=O)Nc1cc(F)cc(F)c1, predict the reactants needed to synthesize it.